This data is from Forward reaction prediction with 1.9M reactions from USPTO patents (1976-2016). The task is: Predict the product of the given reaction. (1) Given the reactants [CH3:1][N:2]([CH2:4][CH:5]1[C:10]([OH:19])([C:11]2[CH:16]=[C:15]([O:17][CH3:18])[CH:14]=[CH:13][CH:12]=2)[CH2:9][CH2:8][CH2:7][CH2:6]1)[CH3:3].Cl.[OH-].[Na+].C(OCC)(=O)C, predict the reaction product. The product is: [CH3:3][N:2]([CH2:4][CH:5]1[C:10]([OH:19])([C:11]2[CH:16]=[C:15]([O:17][CH3:18])[CH:14]=[CH:13][CH:12]=2)[CH2:9][CH2:8][CH2:7][CH2:6]1)[CH3:1]. (2) Given the reactants CCN(C(C)C)C(C)C.[C:10]([C:12]1[CH:20]=[CH:19][C:15]([C:16]([OH:18])=O)=[CH:14][CH:13]=1)#[CH:11].C1C=CC2N(O)N=NC=2C=1.CCN=C=NCCCN(C)C.[NH2:42][CH2:43][C:44]([N:46]1[CH2:51][CH2:50][N:49]([C:52](=[O:64])[C:53]2[CH:58]=[C:57]([F:59])[CH:56]=[CH:55][C:54]=2[C:60]([F:63])([F:62])[F:61])[CH2:48][CH2:47]1)=[O:45], predict the reaction product. The product is: [C:10]([C:12]1[CH:13]=[CH:14][C:15]([C:16]([NH:42][CH2:43][C:44]([N:46]2[CH2:47][CH2:48][N:49]([C:52](=[O:64])[C:53]3[CH:58]=[C:57]([F:59])[CH:56]=[CH:55][C:54]=3[C:60]([F:62])([F:61])[F:63])[CH2:50][CH2:51]2)=[O:45])=[O:18])=[CH:19][CH:20]=1)#[CH:11]. (3) Given the reactants Br.BrC[C:4](C1C=CC(Br)=CN=1)=[O:5].[Br:13][C:14]1[CH:15]=[CH:16][C:17]([C:20](=[O:30])[CH2:21][N:22]2[CH:26]=[CH:25][N:24]=[C:23]2[CH2:27]CC)=[N:18][CH:19]=1, predict the reaction product. The product is: [Br:13][C:14]1[CH:15]=[CH:16][C:17]([C:20](=[O:30])[CH2:21][N:22]2[CH:26]=[CH:25][N:24]=[C:23]2[CH2:27][O:5][CH3:4])=[N:18][CH:19]=1. (4) Given the reactants F[C:2]1[CH:8]=[CH:7][C:6]([N+:9]([O-:11])=[O:10])=[CH:5][C:3]=1[NH2:4].[O:12]1[CH2:16][CH2:15][CH:14]([OH:17])[CH2:13]1.CC(C)([O-])C.[K+], predict the reaction product. The product is: [N+:9]([C:6]1[CH:7]=[CH:8][C:2]([O:17][CH:14]2[CH2:15][CH2:16][O:12][CH2:13]2)=[C:3]([CH:5]=1)[NH2:4])([O-:11])=[O:10]. (5) Given the reactants [CH3:1][C:2]1[C:7]([N+:8]([O-:10])=[O:9])=[CH:6][CH:5]=[CH:4][C:3]=1[NH:11][CH2:12][C:13]1[CH:30]=[CH:29][C:16]([O:17][C:18]2[CH:23]=[CH:22][C:21]([CH2:24][CH2:25][C:26]([OH:28])=[O:27])=[CH:20][CH:19]=2)=[CH:15][CH:14]=1.[CH2:31](Br)[C:32]1[CH:37]=[CH:36][CH:35]=[CH:34][CH:33]=1, predict the reaction product. The product is: [CH2:31]([N:11]([CH2:12][C:13]1[CH:30]=[CH:29][C:16]([O:17][C:18]2[CH:23]=[CH:22][C:21]([CH2:24][CH2:25][C:26]([O:28][CH2:1][C:2]3[CH:7]=[CH:6][CH:5]=[CH:4][CH:3]=3)=[O:27])=[CH:20][CH:19]=2)=[CH:15][CH:14]=1)[C:3]1[CH:4]=[CH:5][CH:6]=[C:7]([N+:8]([O-:10])=[O:9])[C:2]=1[CH3:1])[C:32]1[CH:37]=[CH:36][CH:35]=[CH:34][CH:33]=1. (6) Given the reactants [Br:1][C:2]1[C:7]([O:8][C:9]2[CH:14]=[CH:13][C:12]([F:15])=[CH:11][CH:10]=2)=[N:6][CH2:5][C:4](CC)([NH2:16])[C:3]=1[NH2:19].[C:20]([CH2:22][C:23]([OH:25])=O)#[N:21].[CH2:26](Cl)[CH2:27]Cl.CCN(CC)CC, predict the reaction product. The product is: [Br:1][C:2]1[C:3]([NH:19][CH2:26][CH3:27])=[C:4]([NH:16][C:23](=[O:25])[CH2:22][C:20]#[N:21])[CH:5]=[N:6][C:7]=1[O:8][C:9]1[CH:10]=[CH:11][C:12]([F:15])=[CH:13][CH:14]=1.